This data is from Reaction yield outcomes from USPTO patents with 853,638 reactions. The task is: Predict the reaction yield, written as a fraction of the theoretical maximum amount of product (1.0 means a 100% yield; for example, 0.34 means a 34% yield). The reactants are [Cl:1][C:2]1[CH:3]=[C:4](SC)[C:5]([NH2:9])=[N:6][C:7]=1[CH3:8].O[O:13][S:14]([O-:16])=O.[K+].S([O-])(O)=O.[C:22](=O)(O)[O-].[Na+]. The catalyst is CO.O. The product is [Cl:1][C:2]1[CH:3]=[C:4]([S:14]([CH3:22])(=[O:16])=[O:13])[C:5]([NH2:9])=[N:6][C:7]=1[CH3:8]. The yield is 0.470.